This data is from Full USPTO retrosynthesis dataset with 1.9M reactions from patents (1976-2016). The task is: Predict the reactants needed to synthesize the given product. The reactants are: [OH:1][C@H:2]1[CH2:7][CH2:6][C@H:5]([N:8]2[CH2:12][CH2:11][CH2:10][C:9]2=[O:13])[CH2:4][CH2:3]1.C1(P(C2C=CC=CC=2)C2C=CC=CC=2)C=CC=CC=1.[N+:33]([C:36]1[CH:44]=[CH:43][C:39]([C:40](O)=[O:41])=[CH:38][CH:37]=1)([O-:35])=[O:34].N(C(OC(C)C)=O)=NC(OC(C)C)=O. Given the product [O:13]=[C:9]1[CH2:10][CH2:11][CH2:12][N:8]1[C@@H:5]1[CH2:4][CH2:3][C@H:2]([O:1][C:40](=[O:41])[C:39]2[CH:38]=[CH:37][C:36]([N+:33]([O-:35])=[O:34])=[CH:44][CH:43]=2)[CH2:7][CH2:6]1, predict the reactants needed to synthesize it.